Dataset: Forward reaction prediction with 1.9M reactions from USPTO patents (1976-2016). Task: Predict the product of the given reaction. Given the reactants [NH2:1][C:2]1[CH:20]=[CH:19][C:5]([O:6][C:7]2[C:12]3[NH:13][C:14](=[O:18])[C:15]([CH3:17])=[N:16][C:11]=3[N:10]=[CH:9][CH:8]=2)=[CH:4][C:3]=1[F:21].[F:22][C:23]1[CH:28]=[CH:27][C:26]([C:29]([F:32])([F:31])[F:30])=[CH:25][C:24]=1[N:33]=[C:34]=[O:35], predict the reaction product. The product is: [F:21][C:3]1[CH:4]=[C:5]([O:6][C:7]2[C:12]3[NH:13][C:14](=[O:18])[C:15]([CH3:17])=[N:16][C:11]=3[N:10]=[CH:9][CH:8]=2)[CH:19]=[CH:20][C:2]=1[NH:1][C:34]([NH:33][C:24]1[CH:25]=[C:26]([C:29]([F:30])([F:32])[F:31])[CH:27]=[CH:28][C:23]=1[F:22])=[O:35].